This data is from Forward reaction prediction with 1.9M reactions from USPTO patents (1976-2016). The task is: Predict the product of the given reaction. Given the reactants Cl[C:2]1[N:7]=[CH:6][C:5]2[C:8]([C:17]3[CH:18]=[N:19][N:20]([CH3:22])[CH:21]=3)=[N:9][N:10]([CH:11]3[CH2:16][CH2:15][CH2:14][CH2:13][O:12]3)[C:4]=2[CH:3]=1.[CH3:23][O:24][C:25]1[CH:26]=[C:27](B2OC(C)(C)C(C)(C)O2)[CH:28]=[C:29]([O:31][CH3:32])[CH:30]=1.ClCCl.P([O-])([O-])([O-])=O.[K+].[K+].[K+], predict the reaction product. The product is: [CH3:23][O:24][C:25]1[CH:26]=[C:27]([C:2]2[N:7]=[CH:6][C:5]3[C:8]([C:17]4[CH:18]=[N:19][N:20]([CH3:22])[CH:21]=4)=[N:9][N:10]([CH:11]4[CH2:16][CH2:15][CH2:14][CH2:13][O:12]4)[C:4]=3[CH:3]=2)[CH:28]=[C:29]([O:31][CH3:32])[CH:30]=1.